Dataset: Full USPTO retrosynthesis dataset with 1.9M reactions from patents (1976-2016). Task: Predict the reactants needed to synthesize the given product. (1) The reactants are: C[Al](C)C.[NH2:5][C:6]1[CH:13]=[CH:12][C:9]([C:10]#[N:11])=[CH:8][N:7]=1.[Si:14]([O:21][CH2:22][C@H:23]([O:25][CH2:26][C@H:27]([O:32][C:33]1[N:38]=[CH:37][N:36]=[C:35]2[N:39]([C:42]3[C:47]([Cl:48])=[CH:46][CH:45]=[CH:44][N:43]=3)[N:40]=[CH:41][C:34]=12)[C:28](OC)=[O:29])[CH3:24])([C:17]([CH3:20])([CH3:19])[CH3:18])([CH3:16])[CH3:15].C(C(C(C([O-])=O)O)O)([O-])=O.[K+].[Na+]. Given the product [Si:14]([O:21][CH2:22][C@H:23]([O:25][CH2:26][C@H:27]([O:32][C:33]1[N:38]=[CH:37][N:36]=[C:35]2[N:39]([C:42]3[C:47]([Cl:48])=[CH:46][CH:45]=[CH:44][N:43]=3)[N:40]=[CH:41][C:34]=12)[C:28]([NH:5][C:6]1[CH:13]=[CH:12][C:9]([C:10]#[N:11])=[CH:8][N:7]=1)=[O:29])[CH3:24])([C:17]([CH3:20])([CH3:19])[CH3:18])([CH3:16])[CH3:15], predict the reactants needed to synthesize it. (2) Given the product [CH2:1]([O:3][C:4]1[CH:5]=[C:6]([CH:25]=[C:26]([O:29][CH2:30][CH3:31])[C:27]=1[F:28])[CH2:7][N:8]1[CH2:13][CH2:12][CH:11]([NH:14][C:15]2[O:16][C:17]3[CH:23]=[CH:22][CH:21]=[C:20]([NH:24][C:35](=[O:36])[CH2:34][O:33][CH3:32])[C:18]=3[N:19]=2)[CH2:10][CH2:9]1)[CH3:2], predict the reactants needed to synthesize it. The reactants are: [CH2:1]([O:3][C:4]1[CH:5]=[C:6]([CH:25]=[C:26]([O:29][CH2:30][CH3:31])[C:27]=1[F:28])[CH2:7][N:8]1[CH2:13][CH2:12][CH:11]([NH:14][C:15]2[O:16][C:17]3[C:18](=[C:20]([NH2:24])[CH:21]=[CH:22][CH:23]=3)[N:19]=2)[CH2:10][CH2:9]1)[CH3:2].[CH3:32][O:33][CH2:34][C:35](Cl)=[O:36]. (3) Given the product [CH:21]1([C:2]2[CH:9]=[CH:8][C:5]([C:6]#[N:7])=[CH:4][C:3]=2[C:10]([F:13])([F:12])[F:11])[CH2:25][CH2:24][CH2:23][CH2:22]1, predict the reactants needed to synthesize it. The reactants are: Cl[C:2]1[CH:9]=[CH:8][C:5]([C:6]#[N:7])=[CH:4][C:3]=1[C:10]([F:13])([F:12])[F:11].CN1CCCC1=O.[CH:21]1([Mg]Br)[CH2:25][CH2:24][CH2:23][CH2:22]1.Cl. (4) Given the product [F:14][C:15]([F:30])([F:29])[C:16]([OH:12])=[O:45].[F:30][C:15]([F:14])([F:29])[C:16]1[CH:17]=[CH:18][C:19]([C:22]2[O:26][C:25]([CH2:27][NH:1][C:2]3[CH:3]=[CH:4][C:5]([C@@H:8]4[CH2:10][C@H:9]4[C:11]([OH:13])=[O:12])=[CH:6][CH:7]=3)=[CH:24][CH:23]=2)=[CH:20][CH:21]=1, predict the reactants needed to synthesize it. The reactants are: [NH2:1][C:2]1[CH:7]=[CH:6][C:5]([C@@H:8]2[CH2:10][C@H:9]2[C:11]([OH:13])=[O:12])=[CH:4][CH:3]=1.[F:14][C:15]([F:30])([F:29])[C:16]1[CH:21]=[CH:20][C:19]([C:22]2[O:26][C:25]([CH:27]=O)=[CH:24][CH:23]=2)=[CH:18][CH:17]=1.C(O[BH-](OC(=O)C)OC(=O)C)(=O)C.[Na+].[OH2:45].